From a dataset of Full USPTO retrosynthesis dataset with 1.9M reactions from patents (1976-2016). Predict the reactants needed to synthesize the given product. (1) Given the product [F:25][C:23]1[CH:22]=[C:21]([F:26])[CH:20]=[C:19]2[C:24]=1[C:15]([NH:14][C:3]1[CH:4]=[C:5]([N:8]3[CH2:13][CH2:12][O:11][CH2:10][CH2:9]3)[N:6]=[CH:7][C:2]=1[C:40]1[CH:41]=[N:42][CH:43]=[C:38]([S:35]([CH3:34])(=[O:37])=[O:36])[CH:39]=1)=[C:16]([CH3:33])[C:17]([C:27]1[CH:32]=[CH:31][CH:30]=[CH:29][N:28]=1)=[N:18]2, predict the reactants needed to synthesize it. The reactants are: Br[C:2]1[C:3]([NH:14][C:15]2[C:24]3[C:19](=[CH:20][C:21]([F:26])=[CH:22][C:23]=3[F:25])[N:18]=[C:17]([C:27]3[CH:32]=[CH:31][CH:30]=[CH:29][N:28]=3)[C:16]=2[CH3:33])=[CH:4][C:5]([N:8]2[CH2:13][CH2:12][O:11][CH2:10][CH2:9]2)=[N:6][CH:7]=1.[CH3:34][S:35]([C:38]1[CH:39]=[C:40](B(O)O)[CH:41]=[N:42][CH:43]=1)(=[O:37])=[O:36].C1(P(C2CCCCC2)C2CCCCC2)CCCCC1.[O-]P([O-])([O-])=O.[K+].[K+].[K+]. (2) Given the product [CH:1]1([C:4]2[CH:23]=[CH:22][CH:21]=[CH:20][C:5]=2[CH2:6][N:7]2[C:12]3[N:13]=[C:14]([S:17]([CH3:18])=[O:32])[N:15]=[CH:16][C:11]=3[CH:10]=[CH:9][C:8]2=[O:19])[CH2:3][CH2:2]1, predict the reactants needed to synthesize it. The reactants are: [CH:1]1([C:4]2[CH:23]=[CH:22][CH:21]=[CH:20][C:5]=2[CH2:6][N:7]2[C:12]3[N:13]=[C:14]([S:17][CH3:18])[N:15]=[CH:16][C:11]=3[CH:10]=[CH:9][C:8]2=[O:19])[CH2:3][CH2:2]1.ClC1C=CC=C(C(OO)=[O:32])C=1. (3) Given the product [CH2:1]([O:3][C:4](=[O:13])[C:5]1[CH:10]=[CH:9][N:8]=[C:7]([CH:11]2[CH2:15][CH2:14]2)[C:6]=1[Cl:12])[CH3:2], predict the reactants needed to synthesize it. The reactants are: [CH2:1]([O:3][C:4](=[O:13])[C:5]1[CH:10]=[CH:9][N:8]=[C:7]([CH3:11])[C:6]=1[Cl:12])[CH3:2].[CH:14]1(B(O)O)C[CH2:15]1.